From a dataset of Forward reaction prediction with 1.9M reactions from USPTO patents (1976-2016). Predict the product of the given reaction. (1) Given the reactants [C:1]([C:3]1[CH:4]=[N:5][CH:6]=[CH:7][C:8]=1[C:9]1[CH:26]=[CH:25][C:12]([C:13]([N:15]([CH:22]2[CH2:24][CH2:23]2)[CH:16]2[CH2:21][CH2:20][NH:19][CH2:18][CH2:17]2)=[O:14])=[CH:11][CH:10]=1)#[N:2].[N+](C1C=CC([O:36][C:37](=O)[O:38][C:39]2([CH3:42])[CH2:41][CH2:40]2)=CC=1)([O-])=O.C(N(CC)C(C)C)(C)C.[OH-].[Na+], predict the reaction product. The product is: [CH3:42][C:39]1([O:38][C:37]([N:19]2[CH2:18][CH2:17][CH:16]([N:15]([C:13](=[O:14])[C:12]3[CH:11]=[CH:10][C:9]([C:8]4[CH:7]=[CH:6][N:5]=[CH:4][C:3]=4[C:1]#[N:2])=[CH:26][CH:25]=3)[CH:22]3[CH2:24][CH2:23]3)[CH2:21][CH2:20]2)=[O:36])[CH2:41][CH2:40]1. (2) Given the reactants [NH:1]1[CH2:4][CH:3]([N:5]2[C:13]3[C:12]([O:14][C:15]4[CH:20]=[CH:19][C:18]([O:21][C:22]5[CH:27]=[CH:26][CH:25]=[CH:24][CH:23]=5)=[CH:17][CH:16]=4)=[N:11][CH:10]=[N:9][C:8]=3[CH:7]=[CH:6]2)[CH2:2]1.[C:28](O)(=[O:32])[C:29]([CH3:31])=[CH2:30].C(P1(=O)OP(=O)(CCC)OP(=O)(CCC)O1)CC.C(N(CC)C(C)C)(C)C, predict the reaction product. The product is: [CH3:31][C:29](=[CH2:30])[C:28]([N:1]1[CH2:2][CH:3]([N:5]2[C:13]3[C:12]([O:14][C:15]4[CH:16]=[CH:17][C:18]([O:21][C:22]5[CH:27]=[CH:26][CH:25]=[CH:24][CH:23]=5)=[CH:19][CH:20]=4)=[N:11][CH:10]=[N:9][C:8]=3[CH:7]=[CH:6]2)[CH2:4]1)=[O:32]. (3) The product is: [F:7][C:8]1[CH:20]=[C:19]([O:21][C:24]2[CH:29]=[N:28][C:27]([N+:30]([O-:32])=[O:31])=[CH:26][CH:25]=2)[C:18]([F:22])=[CH:17][C:9]=1[C:10]([NH:12][S:13]([CH3:16])(=[O:14])=[O:15])=[O:11]. Given the reactants C(=O)([O-])[O-].[K+].[K+].[F:7][C:8]1[CH:20]=[C:19]([OH:21])[C:18]([F:22])=[CH:17][C:9]=1[C:10]([NH:12][S:13]([CH3:16])(=[O:15])=[O:14])=[O:11].Br[C:24]1[CH:25]=[CH:26][C:27]([N+:30]([O-:32])=[O:31])=[N:28][CH:29]=1, predict the reaction product.